Dataset: Forward reaction prediction with 1.9M reactions from USPTO patents (1976-2016). Task: Predict the product of the given reaction. (1) Given the reactants [C:1]([O:5][C:6]([NH:8][CH2:9][C@H:10]([CH2:14][C:15]1[CH:20]=[C:19]([Cl:21])[CH:18]=[CH:17][C:16]=1[O:22][CH3:23])[C:11](O)=[O:12])=[O:7])([CH3:4])([CH3:3])[CH3:2].C(N1C=CN=C1)([N:26]1C=CN=C1)=O.O.N.O, predict the reaction product. The product is: [NH2:26][C:11](=[O:12])[C@@H:10]([CH2:14][C:15]1[CH:20]=[C:19]([Cl:21])[CH:18]=[CH:17][C:16]=1[O:22][CH3:23])[CH2:9][NH:8][C:6](=[O:7])[O:5][C:1]([CH3:4])([CH3:3])[CH3:2]. (2) Given the reactants [Cl:1][C:2]1[C:3]([S:24]([N:27]([CH2:37][C:38]2[CH:43]=[CH:42][C:41]([O:44][CH3:45])=[CH:40][CH:39]=2)[CH2:28][C:29]2[CH:34]=[CH:33][C:32]([O:35][CH3:36])=[CH:31][CH:30]=2)(=[O:26])=[O:25])=[N:4][CH:5]=[C:6]([C:9]([N:11]2[CH2:16][CH2:15][CH:14]([C:17]3[CH:22]=[CH:21][C:20]([F:23])=[CH:19][CH:18]=3)[CH2:13][CH2:12]2)=[O:10])[C:7]=1Cl.[Cl:46][C:47]1[CH:53]=[CH:52][C:51]([F:54])=[CH:50][C:48]=1[NH2:49], predict the reaction product. The product is: [Cl:1][C:2]1[C:3]([S:24]([N:27]([CH2:37][C:38]2[CH:39]=[CH:40][C:41]([O:44][CH3:45])=[CH:42][CH:43]=2)[CH2:28][C:29]2[CH:34]=[CH:33][C:32]([O:35][CH3:36])=[CH:31][CH:30]=2)(=[O:26])=[O:25])=[N:4][CH:5]=[C:6]([C:9]([N:11]2[CH2:16][CH2:15][CH:14]([C:17]3[CH:18]=[CH:19][C:20]([F:23])=[CH:21][CH:22]=3)[CH2:13][CH2:12]2)=[O:10])[C:7]=1[NH:49][C:48]1[CH:50]=[C:51]([F:54])[CH:52]=[CH:53][C:47]=1[Cl:46]. (3) Given the reactants [Br:1][C:2]1[CH:3]=[CH:4][C:5]2[N:6]([CH:8]=[C:9]([C:11]3[CH:16]=[CH:15][C:14]([OH:17])=[CH:13][CH:12]=3)[N:10]=2)[CH:7]=1.C(=O)([O-])[O-].[K+].[K+].Br[CH2:25][CH2:26][CH2:27][F:28].O, predict the reaction product. The product is: [Br:1][C:2]1[CH:3]=[CH:4][C:5]2[N:6]([CH:8]=[C:9]([C:11]3[CH:16]=[CH:15][C:14]([O:17][CH2:25][CH2:26][CH2:27][F:28])=[CH:13][CH:12]=3)[N:10]=2)[CH:7]=1. (4) Given the reactants [Cl:1][C:2]1[C:7]([CH:8]([C:10]2[CH:15]=[CH:14][CH:13]=[C:12]([O:16][CH3:17])[CH:11]=2)[OH:9])=[CH:6][N:5]=[C:4]([S:18][CH3:19])[N:3]=1, predict the reaction product. The product is: [Cl:1][C:2]1[C:7]([C:8]([C:10]2[CH:15]=[CH:14][CH:13]=[C:12]([O:16][CH3:17])[CH:11]=2)=[O:9])=[CH:6][N:5]=[C:4]([S:18][CH3:19])[N:3]=1.